This data is from Forward reaction prediction with 1.9M reactions from USPTO patents (1976-2016). The task is: Predict the product of the given reaction. (1) Given the reactants C[O:2][C:3](=O)[C@@H:4]([NH:8][C:9]([O:11][CH2:12][CH:13]1[C:25]2[CH:24]=[CH:23][CH:22]=[CH:21][C:20]=2[C:19]2[C:14]1=[CH:15][CH:16]=[CH:17][CH:18]=2)=[O:10])[CH:5]1[CH2:7][O:6]1.N[C@H](C(O)=O)CCSC.[NH2:36][C@H:37]([C:39]([O:41][CH2:42][C:43]1[CH:48]=[CH:47][CH:46]=[CH:45][CH:44]=1)=[O:40])[CH3:38], predict the reaction product. The product is: [CH2:42]([O:41][C:39](=[O:40])[CH:37]([N:36]1[CH2:7][CH:5]([OH:6])[CH:4]([NH:8][C:9]([O:11][CH2:12][CH:13]2[C:25]3[CH:24]=[CH:23][CH:22]=[CH:21][C:20]=3[C:19]3[C:14]2=[CH:15][CH:16]=[CH:17][CH:18]=3)=[O:10])[C:3]1=[O:2])[CH3:38])[C:43]1[CH:48]=[CH:47][CH:46]=[CH:45][CH:44]=1. (2) Given the reactants [CH3:1][O:2][C:3](=[O:16])[C:4](=O)[CH:5](Cl)[C:6]1[CH:11]=[CH:10][CH:9]=[C:8]([O:12][CH3:13])[CH:7]=1.[NH2:17][C:18]([NH2:20])=[S:19], predict the reaction product. The product is: [CH3:1][O:2][C:3]([C:4]1[N:17]=[C:18]([NH2:20])[S:19][C:5]=1[C:6]1[CH:11]=[CH:10][CH:9]=[C:8]([O:12][CH3:13])[CH:7]=1)=[O:16]. (3) Given the reactants [N+](C1C=CC(C(OCCCCC(O[N+]([O-])=O)CO[N+]([O-])=O)=O)=CC=1)([O-])=O.[N+](C1C=CC(C([O:36][CH2:37][CH2:38][C@H:39]([O:45][N+:46]([O-:48])=[O:47])[CH2:40][O:41][N+:42]([O-:44])=[O:43])=O)=CC=1)([O-])=O, predict the reaction product. The product is: [N+:42]([O-:44])([O:41][CH2:40][C@@H:39]([O:45][N+:46]([O-:48])=[O:47])[CH2:38][CH2:37][OH:36])=[O:43].